From a dataset of Reaction yield outcomes from USPTO patents with 853,638 reactions. Predict the reaction yield, written as a fraction of the theoretical maximum amount of product (1.0 means a 100% yield; for example, 0.34 means a 34% yield). The reactants are [NH2:1][C:2]1[CH:7]=[CH:6][CH:5]=[CH:4][C:3]=1[C:8]1[NH:9][C:10]2[C:15]([CH:16]=1)=[CH:14][CH:13]=[CH:12][CH:11]=2.[OH:17][C:18]1[CH:23]=[CH:22][C:21]([CH2:24][CH2:25][C:26](O)=[O:27])=[CH:20][CH:19]=1. No catalyst specified. The product is [OH:17][C:18]1[CH:19]=[CH:20][C:21]([CH2:24][CH2:25][C:26]([NH:1][C:2]2[CH:7]=[CH:6][CH:5]=[CH:4][C:3]=2[C:8]2[NH:9][C:10]3[C:15]([CH:16]=2)=[CH:14][CH:13]=[CH:12][CH:11]=3)=[O:27])=[CH:22][CH:23]=1. The yield is 0.550.